This data is from Reaction yield outcomes from USPTO patents with 853,638 reactions. The task is: Predict the reaction yield, written as a fraction of the theoretical maximum amount of product (1.0 means a 100% yield; for example, 0.34 means a 34% yield). (1) The reactants are [NH:1]1[C:9]2[C:4](=[CH:5][CH:6]=[C:7]([C:10]([OH:12])=[O:11])[CH:8]=2)[CH:3]=[N:2]1.[C:13](=O)([O-])[O-].[Na+].[Na+].IC.C(=O)(O)[O-].[Na+]. The catalyst is CN(C)C=O. The product is [NH:1]1[C:9]2[C:4](=[CH:5][CH:6]=[C:7]([C:10]([O:12][CH3:13])=[O:11])[CH:8]=2)[CH:3]=[N:2]1. The yield is 0.900. (2) The reactants are Br[C:2]1[CH:3]=[C:4]([CH2:8][N:9]2[CH:13]=[C:12]([NH:14][C:15]([C:17]3[C:25]4[C:20](=[CH:21][C:22]([C:26]5[CH:27]=[N:28][N:29](C6CCCCO6)[CH:30]=5)=[CH:23][CH:24]=4)[N:19](COCC[Si](C)(C)C)[N:18]=3)=[O:16])[CH:11]=[N:10]2)[CH:5]=[CH:6][CH:7]=1.[CH3:45][N:46]1[CH2:51][CH2:50][NH:49][CH2:48][CH2:47]1.CC(OC1C=CC=C(OC(C)C)C=1C1C(P(C2CCCCC2)C2CCCCC2)=CC=CC=1)C.[Li+].C[Si]([N-][Si](C)(C)C)(C)C.C([SiH](C(C)C)C(C)C)(C)C. The catalyst is C1COCC1.C(Cl)Cl.[Cl-].[Na+].O.C(O)(C(F)(F)F)=O.CC(OC1C=CC=C(OC(C)C)C=1C1C(P(C2CCCCC2)C2CCCCC2)=CC=CC=1)C.CC(OC)(C)C.C1C=[C-]C(CCN)=CC=1.Cl[Pd+]. The product is [CH3:45][N:46]1[CH2:51][CH2:50][N:49]([C:2]2[CH:3]=[C:4]([CH2:8][N:9]3[CH:13]=[C:12]([NH:14][C:15]([C:17]4[C:25]5[C:20](=[CH:21][C:22]([C:26]6[CH:30]=[N:29][NH:28][CH:27]=6)=[CH:23][CH:24]=5)[NH:19][N:18]=4)=[O:16])[CH:11]=[N:10]3)[CH:5]=[CH:6][CH:7]=2)[CH2:48][CH2:47]1. The yield is 0.394.